This data is from Full USPTO retrosynthesis dataset with 1.9M reactions from patents (1976-2016). The task is: Predict the reactants needed to synthesize the given product. (1) Given the product [Cl:1][C:2]1[CH:9]=[C:8]([N:10]([C@H:11]2[CH2:15][C:14](=[O:16])[N:13]([CH2:17][CH2:18][OH:19])[CH2:12]2)[CH2:20][C:21]2[CH:26]=[CH:25][CH:24]=[CH:23][C:22]=2[CH3:27])[CH:7]=[CH:6][C:3]=1[C:4]#[N:5], predict the reactants needed to synthesize it. The reactants are: [Cl:1][C:2]1[CH:9]=[C:8]([N:10]([CH2:20][C:21]2[CH:26]=[CH:25][CH:24]=[CH:23][C:22]=2[CH3:27])[C@H:11]2[CH2:15][C:14](=[O:16])[N:13]([CH2:17][CH:18]=[O:19])[CH2:12]2)[CH:7]=[CH:6][C:3]=1[C:4]#[N:5].[BH4-].[Na+]. (2) Given the product [CH2:1]([O:8][C:9]1[CH:10]=[C:11]2[C:16](=[CH:17][CH:18]=1)[C:15](=[O:19])[N:14]([CH2:20][CH:21]([CH3:23])[CH3:22])[C:13]([CH2:24][Cl:34])=[C:12]2[C:26]1[CH:31]=[CH:30][CH:29]=[CH:28][CH:27]=1)[C:2]1[CH:7]=[CH:6][CH:5]=[CH:4][CH:3]=1, predict the reactants needed to synthesize it. The reactants are: [CH2:1]([O:8][C:9]1[CH:10]=[C:11]2[C:16](=[CH:17][CH:18]=1)[C:15](=[O:19])[N:14]([CH2:20][CH:21]([CH3:23])[CH3:22])[C:13]([CH2:24]O)=[C:12]2[C:26]1[CH:31]=[CH:30][CH:29]=[CH:28][CH:27]=1)[C:2]1[CH:7]=[CH:6][CH:5]=[CH:4][CH:3]=1.S(Cl)([Cl:34])=O.C(=O)([O-])O.[Na+]. (3) Given the product [F:35][CH:36]([F:49])[O:37][C:38]1[CH:43]=[CH:42][C:41]([CH2:44][O:45][CH3:46])=[CH:40][C:39]=1[CH2:47][NH:48][C:30]([NH:7][C:6]1[N:5]([C:8]2[CH:9]=[CH:10][CH:11]=[CH:12][CH:13]=2)[N:4]=[C:3]([C:14]2[CH:15]=[N:16][C:17]([CH3:20])=[CH:18][CH:19]=2)[C:2]=1[CH3:1])=[O:31], predict the reactants needed to synthesize it. The reactants are: [CH3:1][C:2]1[C:3]([C:14]2[CH:15]=[N:16][C:17]([CH3:20])=[CH:18][CH:19]=2)=[N:4][N:5]([C:8]2[CH:13]=[CH:12][CH:11]=[CH:10][CH:9]=2)[C:6]=1[NH2:7].C1(C2C=CC([CH2:30][O:31]C)=CC=2CN)CC1.[F:35][CH:36]([F:49])[O:37][C:38]1[CH:43]=[CH:42][C:41]([CH2:44][O:45][CH3:46])=[CH:40][C:39]=1[CH2:47][NH2:48]. (4) Given the product [C:38]([O:42][C:41]([N:16]1[CH2:17][C@@H:13]([N:12]([CH2:11][C:8]2[CH:7]=[CH:6][C:5]([C:3]#[N:4])=[CH:10][CH:9]=2)[CH2:26][C:27]([O:29][CH2:30][CH3:31])=[O:28])[CH2:14][C@H:15]1[C:18]([N:20]1[CH2:24][CH2:23][S:22][CH2:21]1)=[O:19])=[O:44])([CH3:40])([CH3:46])[CH3:39], predict the reactants needed to synthesize it. The reactants are: Cl.Cl.[C:3]([C:5]1[CH:10]=[CH:9][C:8]([CH2:11][NH:12][C@@H:13]2[CH2:17][NH:16][C@H:15]([C:18]([N:20]3[CH2:24][CH2:23][S:22][CH2:21]3)=[O:19])[CH2:14]2)=[CH:7][CH:6]=1)#[N:4].Br[CH2:26][C:27]([O:29][CH2:30][CH3:31])=[O:28].C(N([CH:38]([CH3:40])[CH3:39])CC)(C)C.[C:41](=[O:44])([O-])[OH:42].[Na+].[CH3:46]N1CCCC1=O.